The task is: Predict the product of the given reaction.. This data is from Forward reaction prediction with 1.9M reactions from USPTO patents (1976-2016). Given the reactants [F:1][C:2]1[CH:3]=[C:4]2[C:10]([C:11]3[N:12]=[C:13](I)[C:14]4[C:19]([CH3:21])([CH3:20])[C:18](=[O:22])[NH:17][C:15]=4[N:16]=3)=[N:9][N:8]([CH2:24][C:25]3[CH:30]=[CH:29][CH:28]=[CH:27][C:26]=3[F:31])[C:5]2=[N:6][CH:7]=1.C(N(CC)C(C)C)(C)C.Cl.[NH:42]1[CH2:45][CH:44]([OH:46])[CH2:43]1.O.FC(F)(F)C(O)=O, predict the reaction product. The product is: [F:1][C:2]1[CH:3]=[C:4]2[C:10]([C:11]3[N:12]=[C:13]([N:42]4[CH2:45][CH:44]([OH:46])[CH2:43]4)[C:14]4[C:19]([CH3:21])([CH3:20])[C:18](=[O:22])[NH:17][C:15]=4[N:16]=3)=[N:9][N:8]([CH2:24][C:25]3[CH:30]=[CH:29][CH:28]=[CH:27][C:26]=3[F:31])[C:5]2=[N:6][CH:7]=1.